From a dataset of Full USPTO retrosynthesis dataset with 1.9M reactions from patents (1976-2016). Predict the reactants needed to synthesize the given product. (1) Given the product [CH:42]1([CH:7]([NH:18][C:19]2[CH:20]=[CH:21][C:22]([C:25]([N:29]([CH3:28])[CH2:30][CH2:31][C:32]([O:34][CH2:35][CH3:36])=[O:33])=[O:27])=[N:23][CH:24]=2)[C:8]2[S:9][C:10]3[CH:17]=[CH:16][CH:15]=[CH:14][C:11]=3[C:12]=2[CH3:13])[CH2:47][CH2:46][CH2:45][CH2:44][CH2:43]1, predict the reactants needed to synthesize it. The reactants are: C1([CH:7]([NH:18][C:19]2[CH:20]=[CH:21][C:22]([C:25]([OH:27])=O)=[N:23][CH:24]=2)[C:8]2[S:9][C:10]3[CH:17]=[CH:16][CH:15]=[CH:14][C:11]=3[C:12]=2[CH3:13])CCCCC1.[CH3:28][NH:29][CH2:30][CH2:31][C:32]([O:34][CH2:35][CH3:36])=[O:33].O.ON1[C:43]2[CH:44]=[CH:45][CH:46]=[CH:47][C:42]=2N=N1.Cl.C(N=C=NCCCN(C)C)C.[Cl-].[NH4+]. (2) Given the product [Br:1][C:2]1[CH:3]=[C:4]([CH:9]([NH:15][CH:12]2[CH2:14][CH2:13]2)[CH3:10])[CH:5]=[N:6][C:7]=1[Cl:8], predict the reactants needed to synthesize it. The reactants are: [Br:1][C:2]1[CH:3]=[C:4]([C:9](=O)[CH3:10])[CH:5]=[N:6][C:7]=1[Cl:8].[CH:12]1([NH2:15])[CH2:14][CH2:13]1. (3) Given the product [CH2:1]([N:8]1[C:16]2[C:11](=[N:12][CH:13]=[C:14]([C:26]([OH:32])=[O:30])[C:15]=2[O:17][CH2:18][C:19]2[CH:24]=[CH:23][C:22]([F:25])=[CH:21][CH:20]=2)[C:10]([CH3:28])=[C:9]1[CH3:29])[C:2]1[CH:7]=[CH:6][CH:5]=[CH:4][CH:3]=1, predict the reactants needed to synthesize it. The reactants are: [CH2:1]([N:8]1[C:16]2[C:11](=[N:12][CH:13]=[C:14]([C:26]#N)[C:15]=2[O:17][CH2:18][C:19]2[CH:24]=[CH:23][C:22]([F:25])=[CH:21][CH:20]=2)[C:10]([CH3:28])=[C:9]1[CH3:29])[C:2]1[CH:7]=[CH:6][CH:5]=[CH:4][CH:3]=1.[OH-:30].[K+].[OH2:32]. (4) Given the product [NH2:29][C:25]1[N:24]=[CH:23][C:22]([C:19]2[CH:20]=[CH:21][C:16]([C:15]([N:11]3[CH2:10][CH:9]([CH3:31])[NH:8][CH:13]([CH3:14])[CH2:12]3)=[O:30])=[CH:17][CH:18]=2)=[CH:27][C:26]=1[O:28][CH2:33][C:34]1[CH:39]=[CH:38][CH:37]=[CH:36][C:35]=1[CH3:40], predict the reactants needed to synthesize it. The reactants are: C(OC([N:8]1[C@@H:13]([CH3:14])[CH2:12][N:11]([C:15](=[O:30])[C:16]2[CH:21]=[CH:20][C:19]([C:22]3[CH:23]=[N:24][C:25]([NH2:29])=[C:26]([OH:28])[CH:27]=3)=[CH:18][CH:17]=2)[CH2:10][C@H:9]1[CH3:31])=O)(C)(C)C.Br[CH2:33][C:34]1[CH:39]=[CH:38][CH:37]=[CH:36][C:35]=1[CH3:40].O. (5) Given the product [CH3:14][C:3]1[C:2]([B:27]2[O:31][C:30]([CH3:33])([CH3:32])[C:29]([CH3:35])([CH3:34])[O:28]2)=[CH:6][N:5]([C@H:7]2[CH2:12][CH2:11][C@H:10]([OH:13])[CH2:9][CH2:8]2)[N:4]=1, predict the reactants needed to synthesize it. The reactants are: I[C:2]1[C:3]([CH3:14])=[N:4][N:5]([C@H:7]2[CH2:12][CH2:11][C@H:10]([OH:13])[CH2:9][CH2:8]2)[CH:6]=1.C1COCC1.C([Mg]Cl)(C)C.CO[B:27]1[O:31][C:30]([CH3:33])([CH3:32])[C:29]([CH3:35])([CH3:34])[O:28]1. (6) Given the product [N:1]([CH2:4][C@H:5]([CH:29]1[CH2:30][CH2:31]1)[C@@H:6]([OH:7])[C@H:15]([NH:16][C:22](=[O:23])[O:24][C:25]([CH3:28])([CH3:27])[CH3:26])[CH2:19][OH:18])=[N+:2]=[N-:3].[N:1]([CH2:4][C@H:5]([CH:29]1[CH2:30][CH2:31]1)[C@@H:6]([O:7][Si:8]([C:11]([CH3:14])([CH3:13])[CH3:12])([CH3:10])[CH3:9])[C@H:15]([NH:16][C:22](=[O:23])[O:24][C:25]([CH3:28])([CH3:26])[CH3:27])[CH2:19][OH:18])=[N+:2]=[N-:3], predict the reactants needed to synthesize it. The reactants are: [N:1]([CH2:4][C@H:5]([CH:29]1[CH2:31][CH2:30]1)[C@H:6]([C@H:15]1[CH2:19][O:18]C(C)(C)[N:16]1[C:22]([O:24][C:25]([CH3:28])([CH3:27])[CH3:26])=[O:23])[O:7][Si:8]([C:11]([CH3:14])([CH3:13])[CH3:12])([CH3:10])[CH3:9])=[N+:2]=[N-:3].C(O)(C(F)(F)F)=O.CCN(C(C)C)C(C)C.C(OC(OC(C)(C)C)=O)(OC(C)(C)C)=O. (7) Given the product [Br:1][C:2]1[N:7]=[CH:6][C:5]([C:10]#[C:9][Si:11]([CH3:14])([CH3:13])[CH3:12])=[CH:4][N:3]=1, predict the reactants needed to synthesize it. The reactants are: [Br:1][C:2]1[N:7]=[CH:6][C:5](I)=[CH:4][N:3]=1.[C:9]([Si:11]([CH3:14])([CH3:13])[CH3:12])#[CH:10].C(N(CC)CC)C.